This data is from Full USPTO retrosynthesis dataset with 1.9M reactions from patents (1976-2016). The task is: Predict the reactants needed to synthesize the given product. (1) Given the product [Cl:5][C:6]1[CH:13]=[CH:12][CH:11]=[CH:10][C:7]=1[CH2:8][O:9][C:1]([N:17]1[CH2:16][CH2:15][N:14]([S:20]([C:23]2[CH:24]=[CH:25][C:26]([NH:29][C:30](=[O:33])[CH:31]=[CH2:32])=[CH:27][CH:28]=2)(=[O:21])=[O:22])[CH2:19][CH2:18]1)=[O:2], predict the reactants needed to synthesize it. The reactants are: [C:1](Cl)(Cl)=[O:2].[Cl:5][C:6]1[CH:13]=[CH:12][CH:11]=[CH:10][C:7]=1[CH2:8][OH:9].[N:14]1([S:20]([C:23]2[CH:28]=[CH:27][C:26]([NH:29][C:30](=[O:33])[CH:31]=[CH2:32])=[CH:25][CH:24]=2)(=[O:22])=[O:21])[CH2:19][CH2:18][NH:17][CH2:16][CH2:15]1.C(N(C(C)C)CC)(C)C. (2) Given the product [CH2:29]([O:31][C:32]([C:34]1[C:35]([OH:55])=[C:36]2[CH:42]=[C:41]([C:44]([CH3:47])([CH3:46])[CH3:45])[N:40]([C:48]3[CH:49]=[CH:50][C:51]([F:54])=[CH:52][CH:53]=3)[C:37]2=[CH:38][N:39]=1)=[O:33])[CH3:30], predict the reactants needed to synthesize it. The reactants are: C(OC(C1C(O)=C2C=C(C3C=CC(F)=CC=3)N(C3C=CC=CC=3)C2=CN=1)=O)C.[CH2:29]([O:31][C:32]([C:34]1[C:35]([OH:55])=[C:36]2[C:42](Br)=[C:41]([C:44]([CH3:47])([CH3:46])[CH3:45])[N:40]([C:48]3[CH:53]=[CH:52][C:51]([F:54])=[CH:50][CH:49]=3)[C:37]2=[CH:38][N:39]=1)=[O:33])[CH3:30]. (3) Given the product [NH2:1][C:2]1[C:3]([Br:13])=[C:4]2[C:9](=[CH:10][CH:11]=1)[C:8](=[O:12])[CH2:7][CH2:6][CH2:5]2, predict the reactants needed to synthesize it. The reactants are: [NH2:1][C:2]1[CH:3]=[C:4]2[C:9](=[CH:10][CH:11]=1)[C:8](=[O:12])[CH2:7][CH2:6][CH2:5]2.[Br:13]N1C(=O)CCC1=O. (4) Given the product [Br:1][C:2]1[CH:10]=[CH:9][CH:8]=[C:7]2[C:3]=1[CH:4]=[N:5][N:6]2[C:14]1[CH:19]=[CH:18][N:17]=[C:16]([S:20][CH3:21])[N:15]=1, predict the reactants needed to synthesize it. The reactants are: [Br:1][C:2]1[CH:10]=[CH:9][CH:8]=[C:7]2[C:3]=1[CH:4]=[N:5][NH:6]2.[H-].[Na+].Cl[C:14]1[CH:19]=[CH:18][N:17]=[C:16]([S:20][CH3:21])[N:15]=1. (5) Given the product [C:24]([O:28][C:29]([N:31]([CH3:71])[C@H:32]([C:36]([NH:38][C@H:39]([C:43]([N:45]([C@@H:47]([C@@H:67]([CH3:70])[CH2:68][CH3:69])[C@H:48]([O:65][CH3:66])[CH2:49][C:50]([N:52]1[CH2:56][CH2:55][CH2:54][C@H:53]1[C@H:57]([O:63][CH3:64])[C@@H:58]([CH3:59])[C:60]([NH:90][C@@H:82]([CH2:83][C:84]1[CH:89]=[CH:88][CH:87]=[CH:86][CH:85]=1)[CH2:81][O:80][CH2:73][C:74]1[CH:79]=[CH:78][CH:77]=[CH:76][CH:75]=1)=[O:61])=[O:51])[CH3:46])=[O:44])[CH:40]([CH3:42])[CH3:41])=[O:37])[CH:33]([CH3:34])[CH3:35])=[O:30])([CH3:25])([CH3:27])[CH3:26], predict the reactants needed to synthesize it. The reactants are: C(N(CC)C(C)C)(C)C.C1C=CC2N(O)N=NC=2C=1.C(Cl)CCl.[C:24]([O:28][C:29]([N:31]([CH3:71])[C@H:32]([C:36]([NH:38][C@H:39]([C:43]([N:45]([C@@H:47]([C@@H:67]([CH3:70])[CH2:68][CH3:69])[C@H:48]([O:65][CH3:66])[CH2:49][C:50]([N:52]1[CH2:56][CH2:55][CH2:54][C@H:53]1[C@H:57]([O:63][CH3:64])[C@H:58]([C:60](O)=[O:61])[CH3:59])=[O:51])[CH3:46])=[O:44])[CH:40]([CH3:42])[CH3:41])=[O:37])[CH:33]([CH3:35])[CH3:34])=[O:30])([CH3:27])([CH3:26])[CH3:25].Cl.[CH2:73]([O:80][CH2:81][C@@H:82]([NH2:90])[CH2:83][C:84]1[CH:89]=[CH:88][CH:87]=[CH:86][CH:85]=1)[C:74]1[CH:79]=[CH:78][CH:77]=[CH:76][CH:75]=1. (6) Given the product [Cl:1][C:2]1[N:7]=[C:6]([C:8]([O:10][CH3:11])=[O:9])[CH:5]=[CH:4][C:3]=1[O:12][CH2:20][CH:21]1[CH2:24][C:23]([F:26])([F:25])[CH2:22]1, predict the reactants needed to synthesize it. The reactants are: [Cl:1][C:2]1[N:7]=[C:6]([C:8]([O:10][CH3:11])=[O:9])[CH:5]=[CH:4][C:3]=1[OH:12].[H-].[Na+].CS(O[CH2:20][CH:21]1[CH2:24][C:23]([F:26])([F:25])[CH2:22]1)(=O)=O.O. (7) Given the product [Br:8][C:5]1[N:6]=[CH:7][C:2]([NH:1][C:24]([CH:18]2[CH2:23][CH2:22][CH2:21][CH2:20][CH2:19]2)=[O:25])=[N:3][CH:4]=1, predict the reactants needed to synthesize it. The reactants are: [NH2:1][C:2]1[CH:7]=[N:6][C:5]([Br:8])=[CH:4][N:3]=1.C(N(C(C)C)CC)(C)C.[CH:18]1([C:24](Cl)=[O:25])[CH2:23][CH2:22][CH2:21][CH2:20][CH2:19]1.[Cl-].[NH4+].